This data is from Full USPTO retrosynthesis dataset with 1.9M reactions from patents (1976-2016). The task is: Predict the reactants needed to synthesize the given product. (1) Given the product [Cl:9][C:6]1[C:7]([CH3:8])=[C:2]([B:34]2[O:35][C:36]([CH3:38])([CH3:37])[C:32]([CH3:48])([CH3:31])[O:33]2)[C:3]([O:23][CH2:24][CH3:25])=[C:4]([CH:10]([N:12]2[C:16]3=[N:17][CH:18]=[N:19][C:20]([NH2:21])=[C:15]3[C:14]([CH3:22])=[N:13]2)[CH3:11])[CH:5]=1, predict the reactants needed to synthesize it. The reactants are: Br[C:2]1[C:3]([O:23][CH2:24][CH3:25])=[C:4]([CH:10]([N:12]2[C:16]3=[N:17][CH:18]=[N:19][C:20]([NH2:21])=[C:15]3[C:14]([CH3:22])=[N:13]2)[CH3:11])[CH:5]=[C:6]([Cl:9])[C:7]=1[CH3:8].C([O-])(=O)C.[K+].[CH3:31][C:32]1([CH3:48])[C:36]([CH3:38])([CH3:37])[O:35][B:34]([B:34]2[O:35][C:36]([CH3:38])([CH3:37])[C:32]([CH3:48])([CH3:31])[O:33]2)[O:33]1.ClCCl. (2) Given the product [Br:1][C:2]1[C:3]([C:4]#[N:5])=[CH:6][C:7]([F:11])=[C:8]([NH:12][CH:13]([CH2:17][C:18]([F:21])([F:20])[F:19])[C:14]([NH2:16])=[O:15])[CH:9]=1, predict the reactants needed to synthesize it. The reactants are: [Br:1][C:2]1[CH:9]=[C:8](F)[C:7]([F:11])=[CH:6][C:3]=1[C:4]#[N:5].[NH2:12][CH:13]([CH2:17][C:18]([F:21])([F:20])[F:19])[C:14]([NH2:16])=[O:15].CCN(C(C)C)C(C)C.O. (3) The reactants are: [OH:1][C:2]1[C:10]([CH3:11])=[CH:9][CH:8]=[CH:7][C:3]=1[C:4]([OH:6])=O.[CH2:12]([O:14][C:15]([C:17]1([NH2:26])[CH2:25][C:24]2[C:19](=[CH:20][CH:21]=[CH:22][CH:23]=2)[CH2:18]1)=[O:16])[CH3:13].CN(C(ON1N=NC2C=CC=NC1=2)=[N+](C)C)C.F[P-](F)(F)(F)(F)F.CCN(C(C)C)C(C)C. Given the product [CH2:12]([O:14][C:15]([C:17]1([NH:26][C:4](=[O:6])[C:3]2[CH:7]=[CH:8][CH:9]=[C:10]([CH3:11])[C:2]=2[OH:1])[CH2:25][C:24]2[C:19](=[CH:20][CH:21]=[CH:22][CH:23]=2)[CH2:18]1)=[O:16])[CH3:13], predict the reactants needed to synthesize it. (4) Given the product [CH3:1][C:2]1[CH:7]=[C:6]([C:8]2[C:16]3[C:11](=[CH:12][CH:13]=[C:14]([C:17]([OH:19])=[O:18])[CH:15]=3)[NH:10][N:9]=2)[CH:5]=[CH:4][N:3]=1, predict the reactants needed to synthesize it. The reactants are: [CH3:1][C:2]1[CH:7]=[C:6]([C:8]2[C:16]3[C:11](=[CH:12][CH:13]=[C:14]([C:17]([OH:19])=[O:18])[CH:15]=3)[N:10](C(C3C=CC=CC=3)(C3C=CC=CC=3)C3C=CC=CC=3)[N:9]=2)[CH:5]=[CH:4][N:3]=1.FC(F)(F)C(O)=O.C([SiH](CC)CC)C. (5) Given the product [CH3:1][C:2]([CH3:22])([CH3:21])[CH2:3][NH:4][CH2:5][C@@H:6]([N:13]1[CH:17]=[C:16]([NH:18][C:37](=[O:38])[C@@H:36]([NH:35][CH:29]2[CH2:28][CH2:27][C:26]3[C:31](=[C:32]([F:34])[CH:33]=[C:24]([F:23])[CH:25]=3)[CH2:30]2)[CH2:40][CH2:41][CH3:42])[N:15]=[CH:14]1)[C:7]1[CH:12]=[CH:11][CH:10]=[CH:9][CH:8]=1, predict the reactants needed to synthesize it. The reactants are: [CH3:1][C:2]([CH3:22])([CH3:21])[CH2:3][NH:4][CH2:5][C@H:6]([N:13]1[CH:17]=[C:16]([N+:18]([O-])=O)[N:15]=[CH:14]1)[C:7]1[CH:12]=[CH:11][CH:10]=[CH:9][CH:8]=1.[F:23][C:24]1[CH:25]=[C:26]2[C:31](=[C:32]([F:34])[CH:33]=1)[CH2:30][CH:29]([NH:35][C@@H:36]([CH2:40][CH2:41][CH3:42])[C:37](O)=[O:38])[CH2:28][CH2:27]2. (6) Given the product [CH3:54][N:53]1[CH:47]2[CH2:48][CH2:49][CH2:50][CH:51]1[CH2:52][CH:45]([NH:44][C:17]([C:13]1[CH:14]=[CH:15][CH:16]=[C:10]3[O:9][C:8]([C:7]4[C:2](=[O:1])[NH:3][CH:4]=[CH:5][CH:6]=4)=[N:12][C:11]=13)=[O:19])[CH2:46]2, predict the reactants needed to synthesize it. The reactants are: [O:1]=[C:2]1[C:7]([C:8]2[O:9][C:10]3[C:11](=[C:13]([C:17]([OH:19])=O)[CH:14]=[CH:15][CH:16]=3)[N:12]=2)=[CH:6][CH:5]=[CH:4][NH:3]1.Cl.C(N=C=NCCCN(C)C)C.ON1C2C=CC=CC=2N=N1.Cl.Cl.[NH2:44][CH:45]1[CH2:52][CH:51]2[N:53]([CH3:54])[CH:47]([CH2:48][CH2:49][CH2:50]2)[CH2:46]1.C(N(CC)CC)C. (7) Given the product [NH2:49][CH2:48][CH2:47][CH2:46][NH:50][C:40]([C:36]1[NH:49][C:48]2[C:34]([CH:35]=1)=[CH:33][CH:32]=[C:46]([NH:50][C:40]([C:36]1[NH:37][C:38]3[C:34]([CH:35]=1)=[CH:33][C:32]([C:28]([NH:30][C:31]1[CH:39]=[C:38]4[C:34]([CH:35]=[C:36]([C:40](=[O:45])[NH:41][CH2:42][CH2:39][CH2:31][NH2:30])[NH:37]4)=[CH:33][CH:32]=1)=[O:29])=[CH:31][CH:39]=3)=[O:45])[CH:47]=2)=[O:45], predict the reactants needed to synthesize it. The reactants are: NC[CH2:42][NH:41][C:40]([C:36]1[NH:37][C:38]2[C:34]([CH:35]=1)=[CH:33][CH:32]=[C:31]([NH:30][C:28](C1NC3C(C=1)=CC([C:28]([NH:30][C:31]1[CH:39]=[C:38]4[C:34]([CH:35]=[C:36]([C:40](=[O:45])[NH:41][CH2:42]CN)[NH:37]4)=[CH:33][CH:32]=1)=[O:29])=CC=3)=[O:29])[CH:39]=2)=[O:45].[CH2:46]([NH2:50])[CH2:47][CH2:48][NH2:49]. (8) The reactants are: [OH:1][CH:2]([C:22]1[CH:27]=[CH:26][C:25]([C:28]([F:31])([F:30])[F:29])=[CH:24][CH:23]=1)[C:3]1[CH:8]=[CH:7][N:6]=[CH:5][C:4]=1/[CH:9]=[CH:10]/[N:11]1[C:19](=[O:20])[C:18]2[C:13](=[CH:14][CH:15]=[CH:16][CH:17]=2)[C:12]1=[O:21]. Given the product [OH:1][CH:2]([C:22]1[CH:23]=[CH:24][C:25]([C:28]([F:30])([F:31])[F:29])=[CH:26][CH:27]=1)[C:3]1[CH:8]=[CH:7][N:6]=[CH:5][C:4]=1[CH2:9][CH2:10][N:11]1[C:12](=[O:21])[C:13]2[C:18](=[CH:17][CH:16]=[CH:15][CH:14]=2)[C:19]1=[O:20], predict the reactants needed to synthesize it.